The task is: Predict the reaction yield, written as a fraction of the theoretical maximum amount of product (1.0 means a 100% yield; for example, 0.34 means a 34% yield).. This data is from Reaction yield outcomes from USPTO patents with 853,638 reactions. (1) The reactants are [CH3:1][O:2][C:3]([C:5]1[S:6][C:7]2[CH:8](Br)[CH2:9][O:10][C:11]3[CH:18]=[CH:17][C:16]([Br:19])=[CH:15][C:12]=3[C:13]=2[N:14]=1)=[O:4].[N-:21]=[N+:22]=[N-:23].[Na+]. The product is [CH3:1][O:2][C:3]([C:5]1[S:6][C:7]2[CH:8]([N:21]=[N+:22]=[N-:23])[CH2:9][O:10][C:11]3[CH:18]=[CH:17][C:16]([Br:19])=[CH:15][C:12]=3[C:13]=2[N:14]=1)=[O:4]. The catalyst is CO.O. The yield is 0.280. (2) The reactants are B(Br)(Br)Br.C[O:6][CH2:7][CH2:8][N:9]1[CH:13]=[C:12]([C:14]2[CH:19]=[CH:18][CH:17]=[CH:16][CH:15]=2)[CH:11]=[C:10]1[CH3:20]. The catalyst is ClCCl. The product is [CH3:20][C:10]1[N:9]([CH2:8][CH2:7][OH:6])[CH:13]=[C:12]([C:14]2[CH:19]=[CH:18][CH:17]=[CH:16][CH:15]=2)[CH:11]=1. The yield is 0.880. (3) The reactants are CC1C=CC(S(OCC2CC3C=CC=C(C(C)(C)C)C=3O2)(=O)=O)=CC=1.[N-]=[N+]=[N-].[Na+].N(CC1CC2C=C(Cl)C=C(C3C=CSC=3)C=2O1)=[N+]=[N-].[N:49]([CH2:52][CH:53]1[CH2:57][C:56]2[CH:58]=[CH:59][CH:60]=[C:61]([C:62]([CH3:65])([CH3:64])[CH3:63])[C:55]=2[O:54]1)=[N+]=[N-].[N-]=[N+]=[N-]. The catalyst is [Pd]. The product is [C:62]([C:61]1[C:55]2[O:54][CH:53]([CH2:52][NH2:49])[CH2:57][C:56]=2[CH:58]=[CH:59][CH:60]=1)([CH3:65])([CH3:63])[CH3:64]. The yield is 0.670. (4) The reactants are [F:1][CH2:2][CH2:3][O:4][C:5]1[N:9]([C:10]2[CH:15]=[CH:14][N:13]=[C:12]([NH2:16])[N:11]=2)[C:8]2[CH:17]=[C:18]([C:21]#[C:22][Si](C)(C)C)[CH:19]=[CH:20][C:7]=2[N:6]=1.[F-].[K+]. The catalyst is CO. The product is [C:21]([C:18]1[CH:19]=[CH:20][C:7]2[N:6]=[C:5]([O:4][CH2:3][CH2:2][F:1])[N:9]([C:10]3[CH:15]=[CH:14][N:13]=[C:12]([NH2:16])[N:11]=3)[C:8]=2[CH:17]=1)#[CH:22]. The yield is 0.870.